This data is from Full USPTO retrosynthesis dataset with 1.9M reactions from patents (1976-2016). The task is: Predict the reactants needed to synthesize the given product. (1) Given the product [CH:6]1([C:12]2[C:20]3[C:19](=[O:21])[NH:18][C:17]([C:22]4[CH:27]=[CH:26][C:25]([N:28]5[CH2:33][CH2:32][N:30]([CH3:31])[C:29]5=[O:35])=[CH:24][C:23]=4[O:36][CH3:37])=[N:16][C:15]=3[N:14]([CH3:38])[N:13]=2)[CH2:7][CH2:8][CH2:9][CH2:10][CH2:11]1, predict the reactants needed to synthesize it. The reactants are: O1CCCC1.[CH:6]1([C:12]2[C:20]3[C:19](=[O:21])[NH:18][C:17]([C:22]4[CH:27]=[CH:26][C:25]([NH:28][C:29](=[O:35])[N:30]([CH2:32][CH2:33]O)[CH3:31])=[CH:24][C:23]=4[O:36][CH3:37])=[N:16][C:15]=3[N:14]([CH3:38])[N:13]=2)[CH2:11][CH2:10][CH2:9][CH2:8][CH2:7]1.N(C(N(C)C)=O)=NC(N(C)C)=O. (2) Given the product [C:18]([C:14]([C:12]1[S:11][CH:10]=[C:9]([C:7]#[N:8])[CH:13]=1)([CH:15]([CH3:16])[CH3:17])[CH2:1][CH2:21][C:20]([O:23][CH2:24][CH3:25])=[O:22])#[N:19], predict the reactants needed to synthesize it. The reactants are: [CH3:1]C(C)([O-])C.[K+].[C:7]([C:9]1[CH:13]=[C:12]([CH:14]([C:18]#[N:19])[CH:15]([CH3:17])[CH3:16])[S:11][CH:10]=1)#[N:8].[C:20]([O:23][CH2:24][CH3:25])(=[O:22])[CH3:21]. (3) Given the product [F:19][C:20]([F:37])([F:36])[C:21]1[CH:35]=[CH:34][C:24]2[CH:25]=[C:26](/[C:28](/[CH2:29][CH2:30][CH2:31][CH3:32])=[CH:10]/[C:11]([O:13][CH2:14][CH3:15])=[O:12])[S:27][C:23]=2[CH:22]=1, predict the reactants needed to synthesize it. The reactants are: BrC1C=CC2C(C)=C(/C=[CH:10]/[C:11]([O:13][CH2:14][CH3:15])=[O:12])SC=2C=1.[F:19][C:20]([F:37])([F:36])[C:21]1[CH:35]=[CH:34][C:24]2[CH:25]=[C:26]([C:28](=O)[CH2:29][CH2:30][CH2:31][CH3:32])[S:27][C:23]=2[CH:22]=1. (4) Given the product [CH2:14]([O:1][C:2]1[CH:7]=[CH:6][C:5]([C:8](=[O:10])[CH3:9])=[CH:4][CH:3]=1)[CH2:15][CH2:16][CH2:17][CH2:18][CH2:19][CH2:20][CH3:21], predict the reactants needed to synthesize it. The reactants are: [OH:1][C:2]1[CH:7]=[CH:6][C:5]([C:8](=[O:10])[CH3:9])=[CH:4][CH:3]=1.[OH-].[K+].Br[CH2:14][CH2:15][CH2:16][CH2:17][CH2:18][CH2:19][CH2:20][CH3:21]. (5) Given the product [CH3:46][N:47]([CH3:48])[C:42](=[O:43])[C:38]1[CH:37]=[C:36]([C:14]2[C:13]3[C:8]([O:7][CH:4]4[CH2:3][CH2:2][O:1][CH2:6][CH2:5]4)=[N:9][CH:10]=[CH:11][C:12]=3[N:16]([C:17]([C:30]3[CH:35]=[CH:34][CH:33]=[CH:32][CH:31]=3)([C:18]3[CH:19]=[CH:20][CH:21]=[CH:22][CH:23]=3)[C:24]3[CH:25]=[CH:26][CH:27]=[CH:28][CH:29]=3)[N:15]=2)[CH:41]=[CH:40][N:39]=1, predict the reactants needed to synthesize it. The reactants are: [O:1]1[CH2:6][CH2:5][CH:4]([O:7][C:8]2[C:13]3[C:14]([C:36]4[CH:41]=[CH:40][N:39]=[C:38]([C:42](O)=[O:43])[CH:37]=4)=[N:15][N:16]([C:17]([C:30]4[CH:35]=[CH:34][CH:33]=[CH:32][CH:31]=4)([C:24]4[CH:29]=[CH:28][CH:27]=[CH:26][CH:25]=4)[C:18]4[CH:23]=[CH:22][CH:21]=[CH:20][CH:19]=4)[C:12]=3[CH:11]=[CH:10][N:9]=2)[CH2:3][CH2:2]1.Cl.[CH3:46][NH:47][CH3:48].CN(C(ON1N=NC2C=CC=NC1=2)=[N+](C)C)C.F[P-](F)(F)(F)(F)F.CCN(C(C)C)C(C)C. (6) Given the product [CH3:1][N:2]1[CH2:7][CH2:6][N:5]([C:8]([O:10][C@@H:11]2[N:20]([C:21]3[CH:22]=[CH:23][C:24]([Cl:27])=[CH:25][N:26]=3)[C:18](=[O:19])[C:13]3[N:14]=[CH:15][CH:16]=[N:17][C:12]2=3)=[O:9])[CH2:4][CH2:3]1.[C:28]([O-:35])(=[O:34])/[CH:29]=[CH:30]\[C:31]([O-:33])=[O:32], predict the reactants needed to synthesize it. The reactants are: [CH3:1][N:2]1[CH2:7][CH2:6][N:5]([C:8]([O:10][C@@H:11]2[N:20]([C:21]3[CH:22]=[CH:23][C:24]([Cl:27])=[CH:25][N:26]=3)[C:18](=[O:19])[C:13]3[N:14]=[CH:15][CH:16]=[N:17][C:12]2=3)=[O:9])[CH2:4][CH2:3]1.[C:28]([OH:35])(=[O:34])/[CH:29]=[CH:30]\[C:31]([OH:33])=[O:32]. (7) Given the product [CH2:23]([O:22][C:20]([C:19]1[C:18](=[O:25])[N:12]([CH2:13][CH2:14][CH:15]([CH3:16])[CH3:17])[N:11]=[C:5]([C:6]2[S:7][CH:8]=[CH:9][CH:10]=2)[C:4]=1[OH:26])=[O:21])[CH3:24], predict the reactants needed to synthesize it. The reactants are: C(O[C:4](=[O:26])[C:5](=[N:11][N:12]([C:18](=[O:25])[CH2:19][C:20]([O:22][CH2:23][CH3:24])=[O:21])[CH2:13][CH2:14][CH:15]([CH3:17])[CH3:16])[C:6]1[S:7][CH:8]=[CH:9][CH:10]=1)C.[O-]CC.[Na+].Cl.